Task: Predict the product of the given reaction.. Dataset: Forward reaction prediction with 1.9M reactions from USPTO patents (1976-2016) (1) Given the reactants [H-].[Na+].[CH2:3]([C:5]1[CH:10]=[CH:9][CH:8]=[C:7]([CH2:11][CH3:12])[C:6]=1[C:13]1[N:18]=[CH:17][C:16]([CH:19]([C:21]2[CH:26]=[CH:25][CH:24]=[CH:23][CH:22]=2)[OH:20])=[C:15]([O:27][CH3:28])[CH:14]=1)[CH3:4].I[CH2:30][CH3:31].[NH4+].[Cl-], predict the reaction product. The product is: [CH2:11]([C:7]1[CH:8]=[CH:9][CH:10]=[C:5]([CH2:3][CH3:4])[C:6]=1[C:13]1[CH:14]=[C:15]([O:27][CH3:28])[C:16]([CH:19]([O:20][CH2:30][CH3:31])[C:21]2[CH:22]=[CH:23][CH:24]=[CH:25][CH:26]=2)=[CH:17][N:18]=1)[CH3:12]. (2) Given the reactants [Cl:1][C:2]1[N:7]=[C:6]2[N:8]([CH3:12])[C:9](=[O:11])[NH:10][C:5]2=[CH:4][CH:3]=1.C(=O)([O-])[O-].[Cs+].[Cs+].[CH:19]1([CH2:22]Br)[CH2:21][CH2:20]1, predict the reaction product. The product is: [Cl:1][C:2]1[N:7]=[C:6]2[N:8]([CH3:12])[C:9](=[O:11])[N:10]([CH2:22][CH:19]3[CH2:21][CH2:20]3)[C:5]2=[CH:4][CH:3]=1. (3) Given the reactants N#N.[N+:3]([C:6]1[CH:10]=[N:9][N:8]([CH2:11][C:12]2[O:16][C:15]([CH:17]([OH:19])[CH3:18])=[CH:14][CH:13]=2)[N:7]=1)([O-:5])=[O:4], predict the reaction product. The product is: [N+:3]([C:6]1[CH:10]=[N:9][N:8]([CH2:11][C:12]2[O:16][C:15]([C:17](=[O:19])[CH3:18])=[CH:14][CH:13]=2)[N:7]=1)([O-:5])=[O:4]. (4) Given the reactants [CH2:1]([N:5]1[C:13]([S:14][C:15]2[C:23]([I:24])=[CH:22][C:18]3[O:19][CH2:20][O:21][C:17]=3[CH:16]=2)=[N:12][C:11]2[C:10](=[O:25])[N:9](COCCOC)C=[N:7][C:6]1=2)[CH2:2][CH2:3][CH3:4].[OH-].[Na+].Cl, predict the reaction product. The product is: [NH2:7][C:6]1[N:5]([CH2:1][CH2:2][CH2:3][CH3:4])[C:13]([S:14][C:15]2[C:23]([I:24])=[CH:22][C:18]3[O:19][CH2:20][O:21][C:17]=3[CH:16]=2)=[N:12][C:11]=1[C:10]([NH2:9])=[O:25]. (5) Given the reactants [CH3:16][C:11]1([CH3:17])[C:12]([CH3:15])([CH3:14])[O:13][B:9]([B:9]2[O:13][C:12]([CH3:15])([CH3:14])[C:11]([CH3:17])([CH3:16])[O:10]2)[O:10]1.[Cl:19][C:20]1[CH:25]=[CH:24][CH:23]=[C:22]([Cl:26])[C:21]=1[O:27][CH2:28][C:29]([F:32])([F:31])[F:30].CC(=O)OCC, predict the reaction product. The product is: [Cl:19][C:20]1[CH:25]=[C:24]([B:9]2[O:10][C:11]([CH3:16])([CH3:17])[C:12]([CH3:14])([CH3:15])[O:13]2)[CH:23]=[C:22]([Cl:26])[C:21]=1[O:27][CH2:28][C:29]([F:30])([F:31])[F:32]. (6) The product is: [CH3:1][N:2]1[C:6]([B:21]([OH:22])[OH:20])=[CH:5][C:4]([C:7]([F:10])([F:9])[F:8])=[N:3]1. Given the reactants [CH3:1][N:2]1[CH:6]=[CH:5][C:4]([C:7]([F:10])([F:9])[F:8])=[N:3]1.[Li+].CC([N-]C(C)C)C.C[O:20][B:21](OC)[O:22]C.Cl, predict the reaction product. (7) The product is: [Br:1][C:2]1[CH:3]=[C:4]([N:8]([CH3:18])[C:9](=[O:15])[O:10][C:11]([CH3:12])([CH3:14])[CH3:13])[CH:5]=[CH:6][CH:7]=1. Given the reactants [Br:1][C:2]1[CH:3]=[C:4]([NH:8][C:9](=[O:15])[O:10][C:11]([CH3:14])([CH3:13])[CH3:12])[CH:5]=[CH:6][CH:7]=1.[H-].[Na+].[CH3:18]I, predict the reaction product.